Task: Regression. Given two drug SMILES strings and cell line genomic features, predict the synergy score measuring deviation from expected non-interaction effect.. Dataset: NCI-60 drug combinations with 297,098 pairs across 59 cell lines (1) Drug 1: C1=C(C(=O)NC(=O)N1)F. Drug 2: C1C(C(OC1N2C=NC3=C2NC=NCC3O)CO)O. Cell line: MCF7. Synergy scores: CSS=29.5, Synergy_ZIP=2.73, Synergy_Bliss=1.69, Synergy_Loewe=-1.57, Synergy_HSA=3.48. (2) Drug 1: C1=NC2=C(N=C(N=C2N1C3C(C(C(O3)CO)O)F)Cl)N. Drug 2: C1=NNC2=C1C(=O)NC=N2. Cell line: PC-3. Synergy scores: CSS=-2.32, Synergy_ZIP=1.57, Synergy_Bliss=0.162, Synergy_Loewe=-3.19, Synergy_HSA=-3.40. (3) Drug 1: CS(=O)(=O)CCNCC1=CC=C(O1)C2=CC3=C(C=C2)N=CN=C3NC4=CC(=C(C=C4)OCC5=CC(=CC=C5)F)Cl. Drug 2: C1CN1C2=NC(=NC(=N2)N3CC3)N4CC4. Cell line: 786-0. Synergy scores: CSS=32.7, Synergy_ZIP=-0.557, Synergy_Bliss=2.43, Synergy_Loewe=-14.0, Synergy_HSA=3.85. (4) Drug 1: C1=CC(=CC=C1CC(C(=O)O)N)N(CCCl)CCCl.Cl. Drug 2: COC1=C2C(=CC3=C1OC=C3)C=CC(=O)O2. Cell line: OVCAR-5. Synergy scores: CSS=-1.50, Synergy_ZIP=0.0882, Synergy_Bliss=-0.826, Synergy_Loewe=-6.26, Synergy_HSA=-4.72. (5) Drug 1: C1CCC(CC1)NC(=O)N(CCCl)N=O. Drug 2: C1=C(C(=O)NC(=O)N1)N(CCCl)CCCl. Cell line: HL-60(TB). Synergy scores: CSS=79.1, Synergy_ZIP=7.64, Synergy_Bliss=7.50, Synergy_Loewe=-0.734, Synergy_HSA=9.71. (6) Drug 2: C1CN(P(=O)(OC1)NCCCl)CCCl. Synergy scores: CSS=-2.01, Synergy_ZIP=-0.816, Synergy_Bliss=-2.72, Synergy_Loewe=-4.48, Synergy_HSA=-3.91. Cell line: U251. Drug 1: CC1CCC2CC(C(=CC=CC=CC(CC(C(=O)C(C(C(=CC(C(=O)CC(OC(=O)C3CCCCN3C(=O)C(=O)C1(O2)O)C(C)CC4CCC(C(C4)OC)OCCO)C)C)O)OC)C)C)C)OC.